From a dataset of Drug-target binding data from BindingDB using IC50 measurements. Regression. Given a target protein amino acid sequence and a drug SMILES string, predict the binding affinity score between them. We predict pIC50 (pIC50 = -log10(IC50 in M); higher means more potent). Dataset: bindingdb_ic50. (1) The small molecule is NC(=O)c1cc(N(CCBr)CCBr)c([N+](=O)[O-])cc1[N+](=O)[O-]. The target protein sequence is MTPTIELTCGHRSIRHFTDEPISEAQREAIINSARATSSSSFLQCSSIIRITDKALREELVTLTGGQKHVAQAAEFWVFCADFNRHLQICPDAQLGLAEQLLLGVVDTAMMAQNALTAAESLGLGGVYIGGLRNNIEAVTKLLKLPQHVLPLFGLCLGWPADNPDLKPRLPSSILVHENSYQPLDKDALAQYDEQLAEYYLTRGSNNRRDTWSDHIRRTIIKESRPFILDYLHKQGWATR. The pIC50 is 6.6. (2) The compound is CC[C@H](C)[C@H](NC(=O)N[C@H]1CCCCNC(=O)[C@H](Cc2ccccc2)NC(=O)[C@H](Cc2c[nH]c3ccccc23)N(C)C(=O)[C@H](CC(C)C)NC(=O)[C@H]([C@@H](C)CC)NC1=O)C(=O)O. The pIC50 is 4.0. The target protein (P51452) has sequence MSGSFELSVQDLNDLLSDGSGCYSLPSQPCNEVTPRIYVGNASVAQDIPKLQKLGITHVLNAAEGRSFMHVNTNANFYKDSGITYLGIKANDTQEFNLSAYFERAADFIDQALAQKNGRVLVHCREGYSRSPTLVIAYLMMRQKMDVKSALSIVRQNREIGPNDGFLAQLCQLNDRLAKEGKLKP. (3) The compound is C/C=C(/C)C(=O)O[C@H]1C(C)=C2[C@@H]3OC(=O)[C@@](C)(O)[C@@]3(O)[C@@H](OC(=O)CCC)C[C@](C)(OC(=O)c3ccc(-c4ccccc4)cc3)[C@H]2[C@@H]1OC(=O)CCCCCCC. The target protein (P04191) has sequence MEAAHSKSTEECLAYFGVSETTGLTPDQVKRHLEKYGHNELPAEEGKSLWELVIEQFEDLLVRILLLAACISFVLAWFEEGEETITAFVEPFVILLILIANAIVGVWQERNAENAIEALKEYEPEMGKVYRADRKSVQRIKARDIVPGDIVEVAVGDKVPADIRILSIKSTTLRVDQSILTGESVSVIKHTEPVPDPRAVNQDKKNMLFSGTNIAAGKALGIVATTGVSTEIGKIRDQMAATEQDKTPLQQKLDEFGEQLSKVISLICVAVWLINIGHFNDPVHGGSWIRGAIYYFKIAVALAVAAIPEGLPAVITTCLALGTRRMAKKNAIVRSLPSVETLGCTSVICSDKTGTLTTNQMSVCKMFIIDKVDGDFCSLNEFSITGSTYAPEGEVLKNDKPIRSGQFDGLVELATICALCNDSSLDFNETKGVYEKVGEATETALTTLVEKMNVFNTEVRNLSKVERANACNSVIRQLMKKEFTLEFSRDRKSMSVYCSP.... The pIC50 is 7.2. (4) The target protein (Q9GZR1) has sequence MAAGKSGGSAGEITFLEALARSESKRDGGFKNNWSFDHEEESEGDTDKDGTNLLSVDEDEDSETSKGKKLNRRSEIVANSSGEFILKTYVRRNKSESFKTLKGNPIGLNMLSNNKKLSENTQNTSLCSGTVVHGRRFHHAHAQIPVVKTAAQSSLDRKERKEYPPHVQKVEINPVRLSRLQGVERIMKKTEESESQVEPEIKRKVQQKRHCSTYQPTPPLSPASKKCLTHLEDLQRNCRQAITLNESTGPLLRTSIHQNSGGQKSQNTGLTTKKFYGNNVEKVPIDIIVNCDDSKHTYLQTNGKVILPGAKIPKITNLKERKTSLSDLNDPIILSSDDDDDNDRTNRRESISPQPADSACSSPAPSTGKVEAALNENTCRAERELRSIPEDSELNTVTLPRKARMKDQFGNSIINTPLKRRKVFSQEPPDALALSCQSSFDSVILNCRSIRVGTLFRLLIEPVIFCLDFIKIQLDEPDHDPVEIILNTSDLTKCEWCNVR.... The pIC50 is 5.1. The small molecule is Cc1cccnc1Nc1nc(-c2ccc(O)cc2O)cs1. (5) The small molecule is C[C@H](OP(=O)(O)OP(=O)(O)OP(=O)(O)O)[C@H]1O[C@@H](n2ccc3c(N)ncnc32)[C@](C)(O)[C@@H]1O. The target protein sequence is SMSYTWTGALITPCAAEESKLPINALSNSLLRHHNMVYATTSRSAGLRQKKVTFDRLQVLDDHYRDVLKEMKAKASTVKAKLLSVEEACKLTPPHSAKSKFGYGAKDVRNLSSKAVNHIHSVWKDLLEDTVTPIDTTIMAKNEVFCVQPEKGGRKPARLIVFPDLGVRVCEKMALYDVVSTLPQVVMGSSYGFQYSPGQRVEFLVNTWKSKKNPMGFSYDTRCFDSTVTENDIRVEESIYQCCDLAPEARQAIKSLTERLYIGGPLTNSKGQNCGYRRCRASGVLTTSCGNTLTCYLKASAACRAAKLQDCTMLVNGDDLVVICESAGTQEDAASLRVFTEAMTRYSAPPGDPPQPEYDLELITSCSSNVSVAHDASGKRVYYLTRDPTTPLARAAWETARHTPVNSWLGNIIMYAPTLWARMILMTHFFSILLAQEQLEKALDCQIYGACYSIEPLDLPQIIERLHGLSAFSLHSYSPGEINRVASCLRKLGVPPLRVW.... The pIC50 is 4.4.